Dataset: Reaction yield outcomes from USPTO patents with 853,638 reactions. Task: Predict the reaction yield, written as a fraction of the theoretical maximum amount of product (1.0 means a 100% yield; for example, 0.34 means a 34% yield). (1) The reactants are [NH2:1][C:2]1[S:3][C:4]2[CH:10]=[C:9]([C:11]3[CH:12]=[C:13]([N:23]4[CH:28]=[CH:27][C:26](=[O:29])[NH:25][C:24]4=[O:30])[CH:14]=[C:15]([C:19]([CH3:22])([CH3:21])[CH3:20])[C:16]=3[O:17][CH3:18])[CH:8]=[CH:7][C:5]=2[N:6]=1.[C:31](OC(=O)C)(=[O:33])[CH3:32]. No catalyst specified. The product is [C:19]([C:15]1[C:16]([O:17][CH3:18])=[C:11]([C:9]2[CH:8]=[CH:7][C:5]3[N:6]=[C:2]([NH:1][C:31](=[O:33])[CH3:32])[S:3][C:4]=3[CH:10]=2)[CH:12]=[C:13]([N:23]2[CH:28]=[CH:27][C:26](=[O:29])[NH:25][C:24]2=[O:30])[CH:14]=1)([CH3:22])([CH3:21])[CH3:20]. The yield is 0.880. (2) The reactants are [F:1][C:2]1[CH:12]=[CH:11][C:5]([C:6]([N:8]([CH3:10])[CH3:9])=[O:7])=[CH:4][C:3]=1[C:13]1[N:14]=[N:15][C:16]([CH3:19])=[CH:17][CH:18]=1.[Cl:20]N1C(=O)N(Cl)C(=O)N(Cl)C1=O. The catalyst is ClCCCl. The product is [Cl:20][CH2:19][C:16]1[N:15]=[N:14][C:13]([C:3]2[CH:4]=[C:5]([CH:11]=[CH:12][C:2]=2[F:1])[C:6]([N:8]([CH3:9])[CH3:10])=[O:7])=[CH:18][CH:17]=1. The yield is 0.860. (3) The reactants are [OH:1][CH2:2][CH2:3][C:4]1[CH:9]=[CH:8][C:7]([OH:10])=[CH:6][CH:5]=1.C(N(CC)CC)C.[C:18](Cl)(=[O:23])[C:19]([CH3:22])([CH3:21])[CH3:20]. The catalyst is ClCCl. The product is [OH:1][CH2:2][CH2:3][C:4]1[CH:9]=[CH:8][C:7]([O:10][C:18](=[O:23])[C:19]([CH3:22])([CH3:21])[CH3:20])=[CH:6][CH:5]=1. The yield is 0.810. (4) The reactants are [Cl:1][C:2]1[N:3]=[C:4]2[C:9](=[CH:10][CH:11]=1)[N:8]=[CH:7][C:6]([C:12](=[O:14])[CH3:13])=[C:5]2[NH:15][C@H:16]1[CH2:21][CH2:20][C@H:19]([CH2:22][N:23]([CH3:25])[CH3:24])[CH2:18][CH2:17]1.[OH:26][C:27]1[N:32]=[CH:31][C:30](B(O)O)=[CH:29][CH:28]=1.C1(N)C(F)=C(F)C(F)=C(N)C=1F.[ClH:48].Cl. No catalyst specified. The product is [ClH:1].[ClH:48].[CH3:24][N:23]([CH2:22][C@H:19]1[CH2:20][CH2:21][C@H:16]([NH:15][C:5]2[C:4]3[C:9](=[CH:10][CH:11]=[C:2]([C:30]4[CH:31]=[N:32][C:27]([OH:26])=[CH:28][CH:29]=4)[N:3]=3)[N:8]=[CH:7][C:6]=2[C:12](=[O:14])[CH3:13])[CH2:17][CH2:18]1)[CH3:25]. The yield is 0.480. (5) The reactants are Br[C:2]1[C:7]([Cl:8])=[CH:6][C:5]([NH:9][C:10]2[N:14]=[C:13]([NH2:15])[NH:12][N:11]=2)=[CH:4][C:3]=1[Cl:16].[C:17]([O:21][C:22](=[O:43])[N:23]([CH3:42])[CH2:24][CH2:25][O:26][C:27]1[CH:32]=[CH:31][C:30](B2OC(C)(C)C(C)(C)O2)=[CH:29][CH:28]=1)([CH3:20])([CH3:19])[CH3:18].O1CCOCC1.O.C(=O)([O-])[O-].[K+].[K+]. The catalyst is [Pd].C1(P(C2C=CC=CC=2)C2C=CC=CC=2)C=CC=CC=1.C1(P(C2C=CC=CC=2)C2C=CC=CC=2)C=CC=CC=1.C1(P(C2C=CC=CC=2)C2C=CC=CC=2)C=CC=CC=1.C1(P(C2C=CC=CC=2)C2C=CC=CC=2)C=CC=CC=1.C(Cl)Cl.CO. The product is [C:17]([O:21][C:22](=[O:43])[N:23]([CH2:24][CH2:25][O:26][C:27]1[CH:32]=[CH:31][C:30]([C:2]2[C:7]([Cl:8])=[CH:6][C:5]([NH:9][C:10]3[N:14]=[C:13]([NH2:15])[NH:12][N:11]=3)=[CH:4][C:3]=2[Cl:16])=[CH:29][CH:28]=1)[CH3:42])([CH3:20])([CH3:18])[CH3:19]. The yield is 0.0920. (6) The reactants are [CH3:1][C:2]1([CH3:12])[C:11]2[C:6](=[CH:7][CH:8]=[CH:9][CH:10]=2)[NH:5][CH2:4][CH2:3]1.[N+:13]([O-])([O-:15])=[O:14].[K+].C([O-])([O-])=O.[Na+].[Na+]. The catalyst is OS(O)(=O)=O. The product is [CH3:1][C:2]1([CH3:12])[C:11]2[C:6](=[CH:7][C:8]([N+:13]([O-:15])=[O:14])=[CH:9][CH:10]=2)[NH:5][CH2:4][CH2:3]1. The yield is 0.500.